From a dataset of Forward reaction prediction with 1.9M reactions from USPTO patents (1976-2016). Predict the product of the given reaction. (1) Given the reactants [F:1][C:2]([F:8])([F:7])[CH2:3][C:4](Cl)=[O:5].[Cl:9][C:10]1[C:15]([N:16]2[CH2:21][CH2:20][CH:19]([C:22]3[CH:27]=[C:26]([O:28][CH3:29])[CH:25]=[CH:24][C:23]=3[O:30][CH3:31])[CH2:18][CH2:17]2)=[CH:14][N:13]=[N:12][C:11]=1[NH:32][NH2:33].C(=O)(O)[O-].[Na+], predict the reaction product. The product is: [Cl:9][C:10]1[C:15]([N:16]2[CH2:21][CH2:20][CH:19]([C:22]3[CH:27]=[C:26]([O:28][CH3:29])[CH:25]=[CH:24][C:23]=3[O:30][CH3:31])[CH2:18][CH2:17]2)=[CH:14][N:13]=[N:12][C:11]=1[NH:32][NH:33][C:4](=[O:5])[CH2:3][C:2]([F:8])([F:7])[F:1]. (2) Given the reactants [NH2:1][C:2]1[S:3][C@:4]2(/[CH:28]=[CH:29]/[C:30]([N:32]([CH3:34])[CH3:33])=[O:31])[C@H:6]([C@:7]([C:11]3[CH:12]=[C:13]([NH:18][C:19](=[O:27])[C:20]4[CH:25]=[CH:24][C:23]([Cl:26])=[CH:22][N:21]=4)[CH:14]=[CH:15][C:16]=3[F:17])([CH2:9][F:10])[N:8]=1)[CH2:5]2.[BH4-].[Li+], predict the reaction product. The product is: [NH2:1][C:2]1[S:3][C@:4]2([CH2:28][CH2:29][C:30]([N:32]([CH3:34])[CH3:33])=[O:31])[C@H:6]([C@:7]([C:11]3[CH:12]=[C:13]([NH:18][C:19](=[O:27])[C:20]4[CH:25]=[CH:24][C:23]([Cl:26])=[CH:22][N:21]=4)[CH:14]=[CH:15][C:16]=3[F:17])([CH2:9][F:10])[N:8]=1)[CH2:5]2. (3) Given the reactants [NH2:1][C:2]1[C:3]([NH:12][C:13](=O)[CH2:14][CH2:15][CH3:16])=[C:4]([CH:9]=[CH:10][CH:11]=1)[C:5]([O:7][CH3:8])=[O:6], predict the reaction product. The product is: [CH2:14]([C:13]1[NH:1][C:2]2[CH:11]=[CH:10][CH:9]=[C:4]([C:5]([O:7][CH3:8])=[O:6])[C:3]=2[N:12]=1)[CH2:15][CH3:16]. (4) The product is: [CH2:1]([O:3][C:4]([C@@H:5]1[C@H:19]([C:20]2[CH:25]=[CH:24][CH:23]=[CH:22][CH:21]=2)[C@H:6]1[C:7]1[CH:16]=[CH:15][C:10]2[O:11][CH2:12][CH2:13][O:14][C:9]=2[CH:8]=1)=[O:17])[CH3:2]. Given the reactants [CH2:1]([O:3][C:4](=[O:17])/[CH:5]=[CH:6]/[C:7]1[CH:16]=[CH:15][C:10]2[O:11][CH2:12][CH2:13][O:14][C:9]=2[CH:8]=1)[CH3:2].[Br-].[CH2:19]([S+]1CCCC1)[C:20]1[CH:25]=[CH:24][CH:23]=[CH:22][CH:21]=1, predict the reaction product. (5) The product is: [Cl:1][C:2]1[CH:3]=[CH:4][C:5]([CH2:8][N:9]2[CH2:15][CH2:14][C:13]3[S:38][C:37]([NH:36][C:33]4[N:32]=[CH:31][C:30]([F:29])=[CH:35][N:34]=4)=[N:39][C:12]=3[C:11]3[CH:17]=[N:18][N:19]([CH2:20][C:21]4[CH:22]=[CH:23][C:24]([O:27][CH3:28])=[CH:25][CH:26]=4)[C:10]2=3)=[N:6][CH:7]=1. Given the reactants [Cl:1][C:2]1[CH:3]=[CH:4][C:5]([CH2:8][N:9]2[CH2:15][CH2:14][CH2:13][C:12](=O)[C:11]3[CH:17]=[N:18][N:19]([CH2:20][C:21]4[CH:26]=[CH:25][C:24]([O:27][CH3:28])=[CH:23][CH:22]=4)[C:10]2=3)=[N:6][CH:7]=1.[F:29][C:30]1[CH:31]=[N:32][C:33]([NH:36][C:37]([NH2:39])=[S:38])=[N:34][CH:35]=1.II, predict the reaction product.